Predict the product of the given reaction. From a dataset of Forward reaction prediction with 1.9M reactions from USPTO patents (1976-2016). (1) Given the reactants [NH2:1][C:2]1[N:6]([CH:7]2[CH2:13][O:12][CH2:11][CH2:10][NH:9][CH2:8]2)[N:5]=[C:4]([C:14]2[CH:19]=[CH:18][C:17]([O:20][C:21]3[CH:26]=[CH:25][CH:24]=[CH:23][CH:22]=3)=[CH:16][CH:15]=2)[C:3]=1[C:27]([NH2:29])=[O:28].[NH2:30][C:31]1N(C2CCCN(C#N)C2)NC(C2C=CC(OC3C=CC=CC=3)=CC=2)(C(N)=O)C=1, predict the reaction product. The product is: [NH2:1][C:2]1[N:6]([CH:7]2[CH2:13][O:12][CH2:11][CH2:10][N:9]([C:31]#[N:30])[CH2:8]2)[N:5]=[C:4]([C:14]2[CH:15]=[CH:16][C:17]([O:20][C:21]3[CH:26]=[CH:25][CH:24]=[CH:23][CH:22]=3)=[CH:18][CH:19]=2)[C:3]=1[C:27]([NH2:29])=[O:28]. (2) Given the reactants [C:1]([O:5][C:6]([N:8]1[CH2:13][C:12](=[CH:14][N:15](C)C)[C:11](=O)[C:10]([CH3:20])([CH3:19])[CH2:9]1)=[O:7])([CH3:4])([CH3:3])[CH3:2].O.[NH2:22]N, predict the reaction product. The product is: [C:1]([O:5][C:6]([N:8]1[CH2:9][C:10]([CH3:20])([CH3:19])[C:11]2[NH:22][N:15]=[CH:14][C:12]=2[CH2:13]1)=[O:7])([CH3:4])([CH3:3])[CH3:2]. (3) Given the reactants Br[C:2]1[CH:3]=[N:4][C:5]([N:10]2[CH2:15][CH2:14][CH:13]([C:16]3[O:20][N:19]=[C:18]([CH:21]([CH3:23])[CH3:22])[N:17]=3)[CH2:12][CH2:11]2)=[C:6]([CH:9]=1)[C:7]#[N:8].C([O-])(=O)C.[K+].[B:29]1([B:29]2[O:33][C:32]([CH3:35])([CH3:34])[C:31]([CH3:37])([CH3:36])[O:30]2)[O:33][C:32]([CH3:35])([CH3:34])[C:31]([CH3:37])([CH3:36])[O:30]1, predict the reaction product. The product is: [CH:21]([C:18]1[N:17]=[C:16]([CH:13]2[CH2:14][CH2:15][N:10]([C:5]3[N:4]=[CH:3][C:2]([B:29]4[O:33][C:32]([CH3:35])([CH3:34])[C:31]([CH3:37])([CH3:36])[O:30]4)=[CH:9][C:6]=3[C:7]#[N:8])[CH2:11][CH2:12]2)[O:20][N:19]=1)([CH3:23])[CH3:22]. (4) Given the reactants [OH:1][C@@:2]1([CH2:22][O:23][CH3:24])[CH2:7][CH2:6][CH2:5][CH2:4][C@H:3]1[N:8]1[C:12]([C:13]2[CH:18]=[CH:17][CH:16]=[CH:15][CH:14]=2)=[C:11]([C:19](O)=[O:20])[N:10]=[CH:9]1.[CH2:25]([N:32]1[CH2:37][CH2:36][NH:35][C@H:34]([CH2:38][C:39]2[CH:44]=[C:43]([F:45])[CH:42]=[C:41]([F:46])[CH:40]=2)[CH2:33]1)[C:26]1[CH:31]=[CH:30][CH:29]=[CH:28][CH:27]=1.CCN=C=NCCCN(C)C.Cl.C1C=CC2N(O)N=NC=2C=1.C(=O)([O-])O.[Na+], predict the reaction product. The product is: [CH2:25]([N:32]1[CH2:37][CH2:36][N:35]([C:19]([C:11]2[N:10]=[CH:9][N:8]([C@@H:3]3[CH2:4][CH2:5][CH2:6][CH2:7][C@:2]3([CH2:22][O:23][CH3:24])[OH:1])[C:12]=2[C:13]2[CH:18]=[CH:17][CH:16]=[CH:15][CH:14]=2)=[O:20])[C@H:34]([CH2:38][C:39]2[CH:44]=[C:43]([F:45])[CH:42]=[C:41]([F:46])[CH:40]=2)[CH2:33]1)[C:26]1[CH:27]=[CH:28][CH:29]=[CH:30][CH:31]=1. (5) Given the reactants [CH3:1][N:2]1[CH2:8][CH2:7][CH:6]([OH:9])[C:5]2[CH:10]=[CH:11][O:12][C:4]=2[CH2:3]1.[Br:13][C:14]1[C:23]2[C:18](=[CH:19][CH:20]=[CH:21][CH:22]=2)[C:17](F)=[CH:16][CH:15]=1, predict the reaction product. The product is: [Br:13][C:14]1[C:23]2[C:18](=[CH:19][CH:20]=[CH:21][CH:22]=2)[C:17]([O:9][CH:6]2[CH2:7][CH2:8][N:2]([CH3:1])[CH2:3][C:4]3[O:12][CH:11]=[CH:10][C:5]2=3)=[CH:16][CH:15]=1.